Task: Predict the product of the given reaction.. Dataset: Forward reaction prediction with 1.9M reactions from USPTO patents (1976-2016) (1) The product is: [Cl:37][C:33]1[CH:32]=[C:31]([CH:36]=[CH:35][CH:34]=1)[CH2:30][CH2:29][C:21]1[C:20]2[C:25](=[CH:26][CH:27]=[C:18]([C:16]([C:15]3[CH:38]=[CH:39][C:12]([Cl:11])=[CH:13][CH:14]=3)([OH:17])[C:2]3[S:1][CH:5]=[CH:4][N:3]=3)[CH:19]=2)[NH:24][C:23](=[O:28])[CH:22]=1. Given the reactants [S:1]1[CH:5]=[CH:4][N:3]=[CH:2]1.C([Li])CCC.[Cl:11][C:12]1[CH:39]=[CH:38][C:15]([C:16]([C:18]2[CH:19]=[C:20]3[C:25](=[CH:26][CH:27]=2)[NH:24][C:23](=[O:28])[CH:22]=[C:21]3[CH2:29][CH2:30][C:31]2[CH:36]=[CH:35][CH:34]=[C:33]([Cl:37])[CH:32]=2)=[O:17])=[CH:14][CH:13]=1, predict the reaction product. (2) The product is: [CH3:1][C:2]([C:4]1[CH:12]=[CH:11][CH:9]=[C:6]([OH:7])[C:5]=1[OH:14])=[O:3]. Given the reactants [CH3:1][C:2]([C:4]1[CH:12]=[CH:11][C:9](O)=[C:6]([O:7]C)[CH:5]=1)=[O:3].C([O-])([O-])=[O:14].[K+].[K+].C(Br)C1C=CC=CC=1, predict the reaction product. (3) The product is: [Cl:1][C:2]1[CH:7]=[CH:6][C:5]([S:8][C:17]2[CH:22]=[CH:21][CH:20]=[CH:19][CH:18]=2)=[CH:4][CH:3]=1. Given the reactants [Cl:1][C:2]1[CH:7]=[CH:6][C:5]([SH:8])=[CH:4][CH:3]=1.C1C(=O)N(Cl)C(=O)C1.[C:17]1([Zn]Br)[CH:22]=[CH:21][CH:20]=[CH:19][CH:18]=1, predict the reaction product. (4) Given the reactants C(OC(=O)[NH:7][C@H:8]([C:15](=[O:27])[NH:16][C:17]1[CH:21]=[CH:20][N:19]([CH2:22][C:23]([OH:26])([CH3:25])[CH3:24])[N:18]=1)[CH2:9][C@H:10]([O:12][CH2:13][CH3:14])[CH3:11])(C)(C)C.FC(F)(F)C(O)=O.[Cl:36]CCl, predict the reaction product. The product is: [ClH:36].[OH:26][C:23]([CH3:25])([CH3:24])[CH2:22][N:19]1[CH:20]=[CH:21][C:17]([NH:16][C:15](=[O:27])[C@@H:8]([NH2:7])[CH2:9][C@H:10]([O:12][CH2:13][CH3:14])[CH3:11])=[N:18]1. (5) Given the reactants [Cl:1][C:2]1[CH:7]=[CH:6][CH:5]=[CH:4][C:3]=1[N:8]1[C:12]([C:13]2[CH:18]=[CH:17][C:16]([Cl:19])=[CH:15][CH:14]=2)=[C:11]([OH:20])[C:10]([C:21]([O:23][CH2:24][CH3:25])=[O:22])=[N:9]1.CC([O-])(C)C.[K+].Br[CH2:33][CH2:34][CH2:35][C:36]([O:38][C:39]([CH3:42])([CH3:41])[CH3:40])=[O:37].[NH4+].[Cl-], predict the reaction product. The product is: [CH2:24]([O:23][C:21]([C:10]1[C:11]([O:20][CH2:33][CH2:34][CH2:35][C:36]([O:38][C:39]([CH3:42])([CH3:41])[CH3:40])=[O:37])=[C:12]([C:13]2[CH:18]=[CH:17][C:16]([Cl:19])=[CH:15][CH:14]=2)[N:8]([C:3]2[CH:4]=[CH:5][CH:6]=[CH:7][C:2]=2[Cl:1])[N:9]=1)=[O:22])[CH3:25]. (6) Given the reactants Br[C:2]1[N:3]=[CH:4][N:5]([C:7]2[N:12]=[C:11]([C:13]3[CH:18]=[CH:17][C:16]([Cl:19])=[CH:15][CH:14]=3)[CH:10]=[C:9]([CH3:20])[N:8]=2)[CH:6]=1.[NH2:21][C:22]1[N:27]=[CH:26][C:25](B2OC(C)(C)C(C)(C)O2)=[CH:24][N:23]=1, predict the reaction product. The product is: [Cl:19][C:16]1[CH:17]=[CH:18][C:13]([C:11]2[CH:10]=[C:9]([CH3:20])[N:8]=[C:7]([N:5]3[CH:6]=[C:2]([C:25]4[CH:24]=[N:23][C:22]([NH2:21])=[N:27][CH:26]=4)[N:3]=[CH:4]3)[N:12]=2)=[CH:14][CH:15]=1. (7) Given the reactants [C:1]([O:5][C:6]([N:8]1[CH2:20][C@@H:19]([CH3:21])[N:18]2[C@H:10]([CH2:11][C:12]3[C:17]2=[N:16][C:15]([CH3:22])=[C:14](Br)[CH:13]=3)[CH2:9]1)=[O:7])([CH3:4])([CH3:3])[CH3:2].B(OC(C)C)(OC(C)C)[O:25]C(C)C.C([Li])(C)(C)C.OO, predict the reaction product. The product is: [C:1]([O:5][C:6]([N:8]1[CH2:20][C@@H:19]([CH3:21])[N:18]2[C@H:10]([CH2:11][C:12]3[C:17]2=[N:16][C:15]([CH3:22])=[C:14]([OH:25])[CH:13]=3)[CH2:9]1)=[O:7])([CH3:4])([CH3:3])[CH3:2]. (8) Given the reactants [NH2:1][C:2]1[CH:7]=[CH:6][C:5]([C:8]#[N:9])=[CH:4][N:3]=1.C(N(CC)CC)C.[Cl:17][CH2:18][C:19](Cl)=[O:20], predict the reaction product. The product is: [Cl:17][CH2:18][C:19]([NH:1][C:2]1[CH:7]=[CH:6][C:5]([C:8]#[N:9])=[CH:4][N:3]=1)=[O:20].